Dataset: Catalyst prediction with 721,799 reactions and 888 catalyst types from USPTO. Task: Predict which catalyst facilitates the given reaction. (1) Reactant: C(OC([NH:11][CH:12]1[CH2:15][N:14]([C:16]2[CH:17]=[C:18]([CH:23]=[CH:24][CH:25]=2)[C:19]([O:21][CH3:22])=[O:20])[C:13]1=[O:26])=O)C1C=CC=CC=1. The catalyst class is: 1. Product: [NH2:11][CH:12]1[CH2:15][N:14]([C:16]2[CH:17]=[C:18]([CH:23]=[CH:24][CH:25]=2)[C:19]([O:21][CH3:22])=[O:20])[C:13]1=[O:26]. (2) Reactant: [CH2:1]([O:8][CH2:9][C:10]1([CH2:20][OH:21])[CH2:19][CH2:18][C:13]2([O:17][CH2:16][CH2:15][O:14]2)[CH2:12][CH2:11]1)[C:2]1[CH:7]=[CH:6][CH:5]=[CH:4][CH:3]=1.C(N(CC)CC)C. Product: [CH2:1]([O:8][CH2:9][C:10]1([CH:20]=[O:21])[CH2:19][CH2:18][C:13]2([O:14][CH2:15][CH2:16][O:17]2)[CH2:12][CH2:11]1)[C:2]1[CH:7]=[CH:6][CH:5]=[CH:4][CH:3]=1. The catalyst class is: 16.